This data is from Full USPTO retrosynthesis dataset with 1.9M reactions from patents (1976-2016). The task is: Predict the reactants needed to synthesize the given product. (1) Given the product [Cl:1][C:2]1[CH:3]=[C:4]([NH:9][C:10]2[C:19]3[C:14](=[CH:15][C:16]([C:21]#[C:22][C@@H:30]4[CH2:34][CH2:33][CH2:32][O:31]4)=[C:17]([NH2:20])[CH:18]=3)[N:13]=[CH:12][N:11]=2)[CH:5]=[CH:6][C:7]=1[F:8], predict the reactants needed to synthesize it. The reactants are: [Cl:1][C:2]1[CH:3]=[C:4]([NH:9][C:10]2[C:19]3[C:14](=[CH:15][C:16]([C:21]#[C:22]C4CCOC4)=[C:17]([NH2:20])[CH:18]=3)[N:13]=[CH:12][N:11]=2)[CH:5]=[CH:6][C:7]=1[F:8].C([C@@H:30]1[CH2:34][CH2:33][CH2:32][O:31]1)#C. (2) Given the product [C:12]([O:11][C:9]([N:16]1[CH2:24][CH2:23][CH2:22][CH:18]([C:19]([OH:21])=[O:20])[CH2:17]1)=[O:10])([CH3:13])([CH3:14])[CH3:15], predict the reactants needed to synthesize it. The reactants are: [C:9](O[C:9]([O:11][C:12]([CH3:15])([CH3:14])[CH3:13])=[O:10])([O:11][C:12]([CH3:15])([CH3:14])[CH3:13])=[O:10].[NH:16]1[CH2:24][CH2:23][CH2:22][CH:18]([C:19]([OH:21])=[O:20])[CH2:17]1.C(=O)(O)[O-].[Na+].Cl. (3) Given the product [Cl:19][C:15]1[N:14]=[CH:13][N:12]=[C:11]2[N:7]([C:3]3[CH:2]=[N:1][CH:6]=[CH:5][CH:4]=3)[N:8]=[CH:9][C:10]=12, predict the reactants needed to synthesize it. The reactants are: [N:1]1[CH:6]=[CH:5][CH:4]=[C:3]([N:7]2[C:11]3=[N:12][CH:13]=[N:14][C:15](O)=[C:10]3[CH:9]=[N:8]2)[CH:2]=1.P(Cl)(Cl)([Cl:19])=O.